Dataset: Catalyst prediction with 721,799 reactions and 888 catalyst types from USPTO. Task: Predict which catalyst facilitates the given reaction. (1) Reactant: [CH3:1][O:2][C:3]([C@H:5]1[CH2:10][CH2:9][C@H:8]([CH2:11][NH:12][C:13]2[C:18]([N+:19]([O-])=O)=[CH:17][N:16]=[C:15]([N:22]([CH2:24][CH2:25][O:26][CH3:27])[CH3:23])[N:14]=2)[CH2:7][CH2:6]1)=[O:4].Cl[C:29](Cl)([O:31]C(=O)OC(Cl)(Cl)Cl)Cl.O. The catalyst class is: 19. Product: [CH3:1][O:2][C:3]([C@H:5]1[CH2:10][CH2:9][C@H:8]([CH2:11][N:12]2[C:29](=[O:31])[NH:19][C:18]3[C:13]2=[N:14][C:15]([N:22]([CH2:24][CH2:25][O:26][CH3:27])[CH3:23])=[N:16][CH:17]=3)[CH2:7][CH2:6]1)=[O:4]. (2) The catalyst class is: 8. Product: [F:18][C:19]1[CH:20]=[C:21]([CH:24]=[CH:25][CH:26]=1)[CH2:22][NH:23][C:2]1[N:10]=[CH:9][N:8]=[C:7]2[C:3]=1[N:4]=[CH:5][N:6]2[C@H:11]1[C@H:15]([OH:16])[C@H:14]([OH:17])[CH2:13][S:12]1. Reactant: Cl[C:2]1[N:10]=[CH:9][N:8]=[C:7]2[C:3]=1[N:4]=[CH:5][N:6]2[C@H:11]1[C@@H:15]([OH:16])[C@H:14]([OH:17])[CH2:13][S:12]1.[F:18][C:19]1[CH:20]=[C:21]([CH:24]=[CH:25][CH:26]=1)[CH2:22][NH2:23]. (3) Reactant: [Cl:1][C:2]1[CH:10]=[CH:9][C:8]2[NH:7][C:6]3[CH2:11][CH2:12][N:13]([CH3:15])[CH2:14][C:5]=3[C:4]=2[CH:3]=1.[H-].[Na+].[CH2:18]([C:22]1([C:25]2[CH:30]=[CH:29][C:28]([F:31])=[CH:27][CH:26]=2)[CH2:24][O:23]1)[CH2:19][CH2:20][CH3:21]. Product: [Cl:1][C:2]1[CH:10]=[CH:9][C:8]2[N:7]([CH2:24][C:22]([C:25]3[CH:26]=[CH:27][C:28]([F:31])=[CH:29][CH:30]=3)([OH:23])[CH2:18][CH2:19][CH2:20][CH3:21])[C:6]3[CH2:11][CH2:12][N:13]([CH3:15])[CH2:14][C:5]=3[C:4]=2[CH:3]=1. The catalyst class is: 9. (4) Reactant: [N:1]1([C:8]([C:10]2[CH:14]=[C:13]([C:15]3[CH2:16][CH2:17][NH:18][CH2:19][CH:20]=3)[S:12][CH:11]=2)=[O:9])[CH2:7][CH2:6][CH2:5][CH2:4][CH2:3][CH2:2]1.C(N(CC)CC)C.[C:28](Cl)(=[O:30])[CH3:29]. Product: [N:1]1([C:8]([C:10]2[CH:14]=[C:13]([C:15]3[CH2:16][CH2:17][N:18]([C:28](=[O:30])[CH3:29])[CH2:19][CH:20]=3)[S:12][CH:11]=2)=[O:9])[CH2:2][CH2:3][CH2:4][CH2:5][CH2:6][CH2:7]1. The catalyst class is: 2. (5) Reactant: [NH2:1][CH:2]([C:6]1[CH:11]=[CH:10][CH:9]=[CH:8][CH:7]=1)[C:3]([OH:5])=[O:4].[C:12](O[C:12]([O:14][C:15]([CH3:18])([CH3:17])[CH3:16])=[O:13])([O:14][C:15]([CH3:18])([CH3:17])[CH3:16])=[O:13].[OH-].[Na+]. Product: [C:15]([O:14][C:12]([NH:1][CH:2]([C:6]1[CH:11]=[CH:10][CH:9]=[CH:8][CH:7]=1)[C:3]([OH:5])=[O:4])=[O:13])([CH3:18])([CH3:17])[CH3:16]. The catalyst class is: 21. (6) Reactant: [N:1]1[CH:6]=[CH:5][CH:4]=[CH:3][C:2]=1[N:7]1[CH2:12][CH2:11][NH:10][CH2:9][CH2:8]1.Cl[C:14]([O:16][CH2:17][C:18]([CH3:21])([CH3:20])[CH3:19])=[O:15].C(N(CC)CC)C. Product: [N:1]1[CH:6]=[CH:5][CH:4]=[CH:3][C:2]=1[N:7]1[CH2:8][CH2:9][N:10]([C:14]([O:16][CH2:17][C:18]([CH3:21])([CH3:20])[CH3:19])=[O:15])[CH2:11][CH2:12]1. The catalyst class is: 789. (7) Reactant: [CH3:1][N:2]([CH3:12])[CH2:3][C@H:4]([C:6]1[CH:11]=[CH:10][CH:9]=[CH:8][CH:7]=1)[OH:5].C(N(CC)CC)C.Cl[C:21](OC1C=CC([N+]([O-])=O)=CC=1)=[O:22].CCN(C(C)C)C(C)C.Cl.Cl.[NH2:44][C:45]1[C:46]2[CH2:57][NH:56][C:55]([CH3:59])([CH3:58])[C:47]=2[N:48]([C:50]([O:52][CH2:53][CH3:54])=[O:51])[N:49]=1. Product: [NH2:44][C:45]1[C:46]2[CH2:57][N:56]([C:21]([O:5][C@@H:4]([C:6]3[CH:11]=[CH:10][CH:9]=[CH:8][CH:7]=3)[CH2:3][N:2]([CH3:12])[CH3:1])=[O:22])[C:55]([CH3:58])([CH3:59])[C:47]=2[N:48]([C:50]([O:52][CH2:53][CH3:54])=[O:51])[N:49]=1. The catalyst class is: 417. (8) Reactant: Cl[C:2]1[N:7]=[CH:6][N:5]=[C:4]([O:8][C:9]2[CH:14]=[CH:13][CH:12]=[CH:11][C:10]=2/[C:15](=[CH:20]\[O:21][CH3:22])/[C:16]([O:18][CH3:19])=[O:17])[CH:3]=1.[OH:23][C:24]1[CH:31]=[CH:30][CH:29]=[CH:28][C:25]=1[C:26]#[N:27].C(=O)([O-])[O-].[K+].[K+]. Product: [CH3:22][O:21]/[CH:20]=[C:15](/[C:16]([O:18][CH3:19])=[O:17])\[C:10]1[C:9]([O:8][C:4]2[CH:3]=[C:2]([O:23][C:24]3[C:25]([C:26]#[N:27])=[CH:28][CH:29]=[CH:30][CH:31]=3)[N:7]=[CH:6][N:5]=2)=[CH:14][CH:13]=[CH:12][CH:11]=1. The catalyst class is: 226. (9) The catalyst class is: 284. Reactant: Cl.[N+:2]([CH2:5][CH2:6][C:7]1[C:15]2[C:10](=[CH:11][CH:12]=[C:13]([C:16]#[N:17])[CH:14]=2)[NH:9][CH:8]=1)([O-])=O.[OH-].[Na+]. Product: [C:16]([C:13]1[CH:14]=[C:15]2[C:10]([NH:9][CH:8]=[C:7]2[CH2:6][CH2:5][NH2:2])=[CH:11][CH:12]=1)#[N:17].